This data is from Catalyst prediction with 721,799 reactions and 888 catalyst types from USPTO. The task is: Predict which catalyst facilitates the given reaction. (1) Reactant: [BH3:1].[CH3:2][C:3](=[CH:5][CH3:6])[CH3:4].[CH2:7]=[C:8]1[CH2:14]C2N(CC3C=CC=CC=3)[CH:10](CC2)[CH2:9]1.OO.Cl. Product: [CH:5]([BH:1][CH:9]([CH:8]([CH3:14])[CH3:7])[CH3:10])([CH:3]([CH3:4])[CH3:2])[CH3:6]. The catalyst class is: 1. (2) Reactant: [Cl:1][C:2]1[C:3]([O:30][CH3:31])=[CH:4][C:5]([O:28][CH3:29])=[C:6]([NH:8][C:9]([CH2:11][N:12]2[C:21]3[C:16](=[CH:17][CH:18]=[CH:19][CH:20]=3)[C:15](=[O:22])[N:14]([CH2:23][C:24]([OH:26])=O)[C:13]2=[O:27])=[O:10])[CH:7]=1.CN(C(ON1N=NC2C=CC=NC1=2)=[N+](C)C)C.F[P-](F)(F)(F)(F)F.[C:56]([O:60][C:61](=[O:68])[NH:62][C@@H:63]1[CH2:67][CH2:66][NH:65][CH2:64]1)([CH3:59])([CH3:58])[CH3:57].CCN(C(C)C)C(C)C. Product: [C:56]([O:60][C:61](=[O:68])[NH:62][C@H:63]1[CH2:67][CH2:66][N:65]([C:24](=[O:26])[CH2:23][N:14]2[C:15](=[O:22])[C:16]3[C:21](=[CH:20][CH:19]=[CH:18][CH:17]=3)[N:12]([CH2:11][C:9](=[O:10])[NH:8][C:6]3[CH:7]=[C:2]([Cl:1])[C:3]([O:30][CH3:31])=[CH:4][C:5]=3[O:28][CH3:29])[C:13]2=[O:27])[CH2:64]1)([CH3:59])([CH3:57])[CH3:58]. The catalyst class is: 136. (3) Reactant: [C:1]([C:3]1[CH:4]=[C:5]([CH:9]=[CH:10][C:11]=1[F:12])[C:6]([OH:8])=[O:7])#[N:2].[C:13](=O)([O-])[O-].[K+].[K+].IC. Product: [C:1]([C:3]1[CH:4]=[C:5]([CH:9]=[CH:10][C:11]=1[F:12])[C:6]([O:8][CH3:13])=[O:7])#[N:2]. The catalyst class is: 3. (4) Reactant: [F:1][C:2]1[C:3]([NH:40][CH2:41][C:42]2[CH:47]=[CH:46][N:45]=[CH:44][CH:43]=2)=[C:4]([CH:10]=[C:11]([C:13]2[CH:14]=[C:15]3[C:21]([C:22]4[CH:27]=[CH:26][CH:25]=[CH:24][C:23]=4[O:28][CH3:29])=[CH:20][N:19](S(C4C=CC(C)=CC=4)(=O)=O)[C:16]3=[N:17][CH:18]=2)[CH:12]=1)[C:5]([N:7]([CH3:9])[CH3:8])=[O:6].[OH-].[K+]. Product: [F:1][C:2]1[C:3]([NH:40][CH2:41][C:42]2[CH:43]=[CH:44][N:45]=[CH:46][CH:47]=2)=[C:4]([CH:10]=[C:11]([C:13]2[CH:14]=[C:15]3[C:21]([C:22]4[CH:27]=[CH:26][CH:25]=[CH:24][C:23]=4[O:28][CH3:29])=[CH:20][NH:19][C:16]3=[N:17][CH:18]=2)[CH:12]=1)[C:5]([N:7]([CH3:9])[CH3:8])=[O:6]. The catalyst class is: 83. (5) Product: [Cl:1][C:2]1[C:10]2[C:5](=[CH:6][CH:7]=[C:8]([CH2:11][Cl:31])[CH:9]=2)[N:4]([C:13]([O:15][C:16]([CH3:19])([CH3:18])[CH3:17])=[O:14])[CH:3]=1. The catalyst class is: 2. Reactant: [Cl:1][C:2]1[C:10]2[C:5](=[CH:6][CH:7]=[C:8]([CH2:11]O)[CH:9]=2)[N:4]([C:13]([O:15][C:16]([CH3:19])([CH3:18])[CH3:17])=[O:14])[CH:3]=1.CCN(CC)CC.CS([Cl:31])(=O)=O.